Dataset: Reaction yield outcomes from USPTO patents with 853,638 reactions. Task: Predict the reaction yield, written as a fraction of the theoretical maximum amount of product (1.0 means a 100% yield; for example, 0.34 means a 34% yield). The reactants are [N:1]1[CH:6]=[CH:5][CH:4]=[C:3]([C:7]2[CH:8]=[CH:9][C:10]3[CH:11]([CH:21]4[CH2:27][CH:26]5[NH:28][CH:23]([CH2:24][CH2:25]5)[CH2:22]4)[C:12]4[C:17]([O:18][C:19]=3[CH:20]=2)=[CH:16][CH:15]=[CH:14][CH:13]=4)[CH:2]=1.C(O[BH-](OC(=O)C)OC(=O)C)(=O)C.C[N+](C)(C)C.[O:47]1[CH:51]=[CH:50][C:49]([CH:52]=O)=[CH:48]1. The catalyst is C(Cl)CCl.C(Cl)Cl. The product is [O:47]1[CH:51]=[CH:50][C:49]([CH2:52][N:28]2[CH:23]3[CH2:24][CH2:25][CH:26]2[CH2:27][CH:21]([CH:11]2[C:10]4[CH:9]=[CH:8][C:7]([C:3]5[CH:2]=[N:1][CH:6]=[CH:5][CH:4]=5)=[CH:20][C:19]=4[O:18][C:17]4[C:12]2=[CH:13][CH:14]=[CH:15][CH:16]=4)[CH2:22]3)=[CH:48]1. The yield is 0.750.